This data is from Catalyst prediction with 721,799 reactions and 888 catalyst types from USPTO. The task is: Predict which catalyst facilitates the given reaction. (1) Reactant: [H-].[Al+3].[Li+].[H-].[H-].[H-].[CH3:7][C:8]1([CH3:16])[CH2:13][CH2:12][C:11](=O)[NH:10][C:9]1=O.[OH-].[Na+].S([O-])([O-])(=O)=O.[Mg+2].[ClH:25].C(OCC)C. Product: [ClH:25].[CH3:7][C:8]1([CH3:16])[CH2:13][CH2:12][CH2:11][NH:10][CH2:9]1. The catalyst class is: 132. (2) Reactant: [Cl:1][C:2]1[CH:7]=[CH:6][C:5]([S:8]([C:11]2[CH:16]=[CH:15][C:14]([CH2:17][C@H:18]([NH:20][C:21](=[O:26])[C:22]([F:25])([F:24])[F:23])[CH3:19])=[CH:13][CH:12]=2)(=[O:10])=[O:9])=[C:4]([OH:27])[CH:3]=1.N1C(C)=CC=CC=1C.[F:36][C:37]([F:50])([F:49])[S:38](O[S:38]([C:37]([F:50])([F:49])[F:36])(=[O:40])=[O:39])(=[O:40])=[O:39].Cl. Product: [F:36][C:37]([F:50])([F:49])[S:38]([O:27][C:4]1[CH:3]=[C:2]([Cl:1])[CH:7]=[CH:6][C:5]=1[S:8]([C:11]1[CH:12]=[CH:13][C:14]([CH2:17][C@H:18]([NH:20][C:21](=[O:26])[C:22]([F:25])([F:24])[F:23])[CH3:19])=[CH:15][CH:16]=1)(=[O:10])=[O:9])(=[O:40])=[O:39]. The catalyst class is: 4. (3) Reactant: [N+:1]([C:4]1[CH:14]([CH2:15][N:16]2[CH2:21][CH2:20][CH:19]([N:22]3[CH:26]=[CH:25][C:24]([C:27]4[CH:32]=[CH:31][CH:30]=[CH:29][CH:28]=4)=[N:23]3)[CH2:18][CH2:17]2)[CH:8]2[CH2:9][C:10]([CH3:13])([CH3:12])[O:11][C:7]2=[C:6]([CH3:33])[C:5]=1[CH3:34])([O-])=O. Product: [NH2:1][C:4]1[CH:14]([CH2:15][N:16]2[CH2:21][CH2:20][CH:19]([N:22]3[CH:26]=[CH:25][C:24]([C:27]4[CH:32]=[CH:31][CH:30]=[CH:29][CH:28]=4)=[N:23]3)[CH2:18][CH2:17]2)[CH:8]2[CH2:9][C:10]([CH3:13])([CH3:12])[O:11][C:7]2=[C:6]([CH3:33])[C:5]=1[CH3:34]. The catalyst class is: 183. (4) Reactant: Cl[CH2:2][C:3]1[C:8]([O:9][CH3:10])=[N:7][C:6]([O:11][CH3:12])=[CH:5][N:4]=1.[F:13][C:14]1[CH:19]=[CH:18][CH:17]=[C:16]([C:20]2[NH:21][CH:22]=[CH:23][N:24]=2)[N:15]=1.C([O-])([O-])=O.[K+].[K+]. Product: [F:13][C:14]1[N:15]=[C:16]([C:20]2[N:24]([CH2:2][C:3]3[C:8]([O:9][CH3:10])=[N:7][C:6]([O:11][CH3:12])=[CH:5][N:4]=3)[CH:23]=[CH:22][N:21]=2)[CH:17]=[CH:18][CH:19]=1. The catalyst class is: 3. (5) Reactant: CON(C)[C:4](=[O:30])[CH2:5][CH:6]1[S:10][C:9]([C:11]2[NH:12][C:13]3[C:18]([CH:19]=2)=[CH:17][CH:16]=[CH:15][C:14]=3[N:20]([CH3:29])[S:21]([C:24]2[S:25][CH:26]=[CH:27][CH:28]=2)(=[O:23])=[O:22])=[N:8][CH2:7]1.O1CC[CH2:34][CH2:33]1.C([Mg]Br)=C.C(O)(=O)CC(CC(O)=O)(C(O)=O)O. Product: [CH3:29][N:20]([C:14]1[CH:15]=[CH:16][CH:17]=[C:18]2[C:13]=1[NH:12][C:11]([C:9]1[S:10][CH:6]([CH2:5][C:4](=[O:30])[CH:33]=[CH2:34])[CH2:7][N:8]=1)=[CH:19]2)[S:21]([C:24]1[S:25][CH:26]=[CH:27][CH:28]=1)(=[O:22])=[O:23]. The catalyst class is: 7. (6) Product: [OH:1][C:2]([C:5]1([NH:9][C:10]([C:12]2[C:20]3[C:15](=[N:16][CH:17]=[C:18]([C:21]4[C:29]5[C:24](=[CH:25][C:26]([F:30])=[CH:27][CH:28]=5)[N:23]([CH3:31])[N:22]=4)[N:19]=3)[NH:14][CH:13]=2)=[O:11])[CH2:6][CH2:7][CH2:8]1)([CH3:4])[CH3:3]. The catalyst class is: 4. Reactant: [OH:1][C:2]([C:5]1([NH:9][C:10]([C:12]2[C:20]3[C:15](=[N:16][CH:17]=[C:18]([C:21]4[C:29]5[C:24](=[CH:25][C:26]([F:30])=[CH:27][CH:28]=5)[N:23]([CH3:31])[N:22]=4)[N:19]=3)[N:14](COCC[Si](C)(C)C)[CH:13]=2)=[O:11])[CH2:8][CH2:7][CH2:6]1)([CH3:4])[CH3:3].FC(F)(F)C(O)=O.C(N)CN. (7) Reactant: Cl[C:2]1[CH:3]=[CH:4][C:5]2[N:10]=[C:9]([OH:11])[C:8]([C:12]3[CH:17]=[CH:16][CH:15]=[CH:14][CH:13]=3)=[N:7][C:6]=2[N:18]=1.[NH2:19][NH2:20].O1CCOCC1. Product: [NH:19]([C:2]1[CH:3]=[CH:4][C:5]2[C:6]([N:18]=1)=[N:7][C:8]([C:12]1[CH:17]=[CH:16][CH:15]=[CH:14][CH:13]=1)=[C:9]([OH:11])[N:10]=2)[NH2:20]. The catalyst class is: 13. (8) Reactant: [CH:1]([C:3]1[CH:8]=[CH:7][C:6]([CH:9]([NH:11][C:12]([C:14]2[CH:18]=[C:17]([CH2:19][N:20]([S:22]([C:25]3[C:30]([CH3:31])=[CH:29][C:28]([O:32][CH3:33])=[CH:27][C:26]=3[CH3:34])(=[O:24])=[O:23])[CH3:21])[O:16][CH:15]=2)=[O:13])[CH3:10])=[CH:5][CH:4]=1)=O.[NH:35]1[CH2:39][CH2:38][CH2:37][CH2:36]1.CC(O)=O.ClCCCl. Product: [CH3:33][O:32][C:28]1[CH:29]=[C:30]([CH3:31])[C:25]([S:22]([N:20]([CH2:19][C:17]2[O:16][CH:15]=[C:14]([C:12]([NH:11][CH:9]([C:6]3[CH:7]=[CH:8][C:3]([CH2:1][N:35]4[CH2:39][CH2:38][CH2:37][CH2:36]4)=[CH:4][CH:5]=3)[CH3:10])=[O:13])[CH:18]=2)[CH3:21])(=[O:24])=[O:23])=[C:26]([CH3:34])[CH:27]=1. The catalyst class is: 2. (9) Reactant: [Si]([O:8][CH:9]1[CH2:14][CH2:13][N:12]([S:15](/[CH:18]=[CH:19]/[C:20]2[CH:21]=[N:22][CH:23]=[CH:24][CH:25]=2)(=[O:17])=[O:16])[CH2:11][CH2:10]1)(C(C)(C)C)(C)C.C(Cl)(=O)C. Product: [OH:8][CH:9]1[CH2:14][CH2:13][N:12]([S:15](/[CH:18]=[CH:19]/[C:20]2[CH:21]=[N:22][CH:23]=[CH:24][CH:25]=2)(=[O:17])=[O:16])[CH2:11][CH2:10]1. The catalyst class is: 5.